Dataset: Reaction yield outcomes from USPTO patents with 853,638 reactions. Task: Predict the reaction yield, written as a fraction of the theoretical maximum amount of product (1.0 means a 100% yield; for example, 0.34 means a 34% yield). (1) The reactants are Cl[C:2]1[C:7]([C:8]#[N:9])=[C:6]([NH:10][CH2:11][CH2:12][OH:13])[N:5]=[C:4]([NH:14][CH:15]2[CH2:17][CH2:16]2)[N:3]=1.C(N(C(C)C)C(C)C)C.[C:27]1([N:33]2[CH2:38][CH2:37][NH:36][CH2:35][CH2:34]2)[CH:32]=[CH:31][CH:30]=[CH:29][CH:28]=1. The catalyst is O1CCOCC1. The product is [CH:15]1([NH:14][C:4]2[N:5]=[C:6]([NH:10][CH2:11][CH2:12][OH:13])[C:7]([C:8]#[N:9])=[C:2]([N:36]3[CH2:37][CH2:38][N:33]([C:27]4[CH:32]=[CH:31][CH:30]=[CH:29][CH:28]=4)[CH2:34][CH2:35]3)[N:3]=2)[CH2:17][CH2:16]1. The yield is 0.580. (2) The reactants are [CH3:1][C:2]1[C:16](=[O:17])[N:15]=[C:14]2[N:4]([C@@H:5]3[O:9][C@H:8]([CH2:10][OH:11])[C@@H:7]([OH:12])[C@@H:6]3[O:13]2)[CH:3]=1.[CH3:18][O:19][CH2:20][CH2:21][O:22]B([O:22][CH2:21][CH2:20][O:19][CH3:18])[O:22][CH2:21][CH2:20][O:19][CH3:18]. The catalyst is COCCO. The product is [CH3:18][O:19][CH2:20][CH2:21][O:22][C@@H:6]1[C@H:7]([OH:12])[C@@H:8]([CH2:10][OH:11])[O:9][C@H:5]1[N:4]1[CH:3]=[C:2]([CH3:1])[C:16](=[O:17])[NH:15][C:14]1=[O:13]. The yield is 0.630. (3) The yield is 0.600. The reactants are [CH3:1][C:2]1[CH:11]=[CH:10][C:9]2[C:4](=[CH:5][CH:6]=[CH:7][C:8]=2[N:12]2[CH2:17][CH2:16][N:15]([CH2:18][CH:19]([C:21]3[CH:26]=[CH:25][CH:24]=[C:23]([N+:27]([O-])=O)[CH:22]=3)[CH3:20])[CH2:14][CH2:13]2)[N:3]=1.[Cl-].[NH4+]. The product is [CH3:20][CH:19]([C:21]1[CH:22]=[C:23]([CH:24]=[CH:25][CH:26]=1)[NH2:27])[CH2:18][N:15]1[CH2:14][CH2:13][N:12]([C:8]2[CH:7]=[CH:6][CH:5]=[C:4]3[C:9]=2[CH:10]=[CH:11][C:2]([CH3:1])=[N:3]3)[CH2:17][CH2:16]1. The catalyst is CO.O.[Fe]. (4) The reactants are C([O:3][C:4]([C:6]1[CH:7]=[C:8]2[C:13](=[CH:14][CH:15]=1)[NH:12][CH:11]([C:16]1[CH:21]=[CH:20][CH:19]=[C:18]([N:22]3[CH2:27][CH2:26][O:25][CH2:24][CH2:23]3)[CH:17]=1)[C:10]([CH3:29])([CH3:28])[CH2:9]2)=[O:5])C.Cl. The catalyst is CO.O1CCCC1.[OH-].[Na+].O. The product is [CH3:28][C:10]1([CH3:29])[CH2:9][C:8]2[C:13](=[CH:14][CH:15]=[C:6]([C:4]([OH:5])=[O:3])[CH:7]=2)[NH:12][CH:11]1[C:16]1[CH:21]=[CH:20][CH:19]=[C:18]([N:22]2[CH2:27][CH2:26][O:25][CH2:24][CH2:23]2)[CH:17]=1. The yield is 0.690.